Dataset: Reaction yield outcomes from USPTO patents with 853,638 reactions. Task: Predict the reaction yield, written as a fraction of the theoretical maximum amount of product (1.0 means a 100% yield; for example, 0.34 means a 34% yield). The reactants are [H-].[Na+].[O:3]1[C:7]2[CH:8]=[CH:9][C:10]([C:12]3[CH:17]=[CH:16][N:15]=[C:14]([NH:18][CH2:19][CH2:20][CH2:21][O:22][C:23]4[CH:24]=[C:25]5[C:29](=[CH:30][CH:31]=4)[C@H:28]([CH2:32][C:33]([O:35][CH2:36][CH3:37])=[O:34])[CH2:27][CH2:26]5)[N:13]=3)=[CH:11][C:6]=2[O:5][CH2:4]1.I[CH3:39].[Cl-].[NH4+]. The catalyst is CN(C=O)C. The product is [O:3]1[C:7]2[CH:8]=[CH:9][C:10]([C:12]3[CH:17]=[CH:16][N:15]=[C:14]([N:18]([CH3:39])[CH2:19][CH2:20][CH2:21][O:22][C:23]4[CH:24]=[C:25]5[C:29](=[CH:30][CH:31]=4)[C@H:28]([CH2:32][C:33]([O:35][CH2:36][CH3:37])=[O:34])[CH2:27][CH2:26]5)[N:13]=3)=[CH:11][C:6]=2[O:5][CH2:4]1. The yield is 0.690.